From a dataset of Experimentally validated miRNA-target interactions with 360,000+ pairs, plus equal number of negative samples. Binary Classification. Given a miRNA mature sequence and a target amino acid sequence, predict their likelihood of interaction. (1) The miRNA is hsa-miR-181b-2-3p with sequence CUCACUGAUCAAUGAAUGCA. The protein sequence of the target gene is MGAGSSTEQRSPEQPPEGSSTPAEPEPSGGGPSAEAAPDTTADPAIAASDPATKLLQKNGQLSTINGVAEQDELSLQEGDLNGQKGALNGQGALNSQEEEEVIVTEVGQRDSEDVSKRDSDKEMATKSAVVHDITDDGQEETPEIIEQIPSSESNLEELTQPTESQANDIGFKKVFKFVGFKFTVKKDKTEKPDTVQLLTVKKDEGEGAAGAGDHKDPSLGAGEAASKESEPKQSTEKPEETLKREQSHAEISPPAESGQAVEECKEEGEEKQEKEPSKSAESPTSPVTSETGSTFKKFF.... Result: 0 (no interaction). (2) The miRNA is hsa-miR-4252 with sequence GGCCACUGAGUCAGCACCA. The protein sequence of the target gene is MGKKTKRTADSSSSEDEEEYVVEKVLDRRVVKGQVEYLLKWKGFSEEHNTWEPEKNLDCPELISEFMKKYKKMKEGENNKPREKSESNKRKSNFSNSADDIKSKKKREQSNDIARGFERGLEPEKIIGATDSCGDLMFLMKWKDTDEADLVLAKEANVKCPQIVIAFYEERLTWHAYPEDAENKEKETAKS. Result: 1 (interaction).